Dataset: Forward reaction prediction with 1.9M reactions from USPTO patents (1976-2016). Task: Predict the product of the given reaction. (1) The product is: [CH2:19]([O:18][C:15]1[CH:16]=[CH:17][C:11]2[S:10][C:9](=[N:8][C:6](=[O:7])[C:5]3[CH:4]=[CH:3][C:2]([CH3:1])=[CH:27][CH:26]=3)[N:13]([CH:29]([CH2:34][CH3:35])[C:30]([OH:32])=[O:31])[C:12]=2[CH:14]=1)[C:20]1[CH:21]=[CH:22][CH:23]=[CH:24][CH:25]=1. Given the reactants [CH3:1][C:2]1[CH:27]=[CH:26][C:5]([C:6]([NH:8][C:9]2[S:10][C:11]3[CH:17]=[CH:16][C:15]([O:18][CH2:19][C:20]4[CH:25]=[CH:24][CH:23]=[CH:22][CH:21]=4)=[CH:14][C:12]=3[N:13]=2)=[O:7])=[CH:4][CH:3]=1.Br[CH:29]([CH2:34][CH3:35])[C:30]([O:32]C)=[O:31].CC1C=CC(C(NC2SC3C=C(C)C=CC=3N=2)=O)=CC=1.BrC(CC)C(OCC)=O, predict the reaction product. (2) Given the reactants [CH:1]1([CH:7]([OH:19])[CH2:8][C:9]([C:15]([F:18])([F:17])[F:16])([OH:14])[C:10]([F:13])([F:12])[F:11])[CH2:6][CH2:5][CH2:4][CH2:3][CH2:2]1.[C:20](O[C:20](=[O:24])[C:21]([CH3:23])=[CH2:22])(=[O:24])[C:21]([CH3:23])=[CH2:22].FC(F)(F)S(O)(=O)=O.COC1C=CC2SC3C(=CC=CC=3)NC=2C=1, predict the reaction product. The product is: [CH3:23][C:21](=[CH2:22])[C:20]([O:19][CH:7]([CH:1]1[CH2:2][CH2:3][CH2:4][CH2:5][CH2:6]1)[CH2:8][C:9]([OH:14])([C:15]([F:16])([F:17])[F:18])[C:10]([F:13])([F:12])[F:11])=[O:24]. (3) Given the reactants [CH3:1][S-:2].[Na+].[Br:4][C:5]1[CH:6]=[CH:7][C:8](F)=[C:9]([C:11]([F:14])([F:13])[F:12])[CH:10]=1.O, predict the reaction product. The product is: [Br:4][C:5]1[CH:6]=[CH:7][C:8]([S:2][CH3:1])=[C:9]([C:11]([F:14])([F:13])[F:12])[CH:10]=1. (4) Given the reactants [Si]([O:8][CH2:9][C:10]1[C:11]([C:25]2[CH:30]=[CH:29][C:28]([F:31])=[CH:27][C:26]=2[F:32])=[N:12][C:13]([CH2:16][C:17]2[C:22]([F:23])=[CH:21][CH:20]=[CH:19][C:18]=2[F:24])=[CH:14][CH:15]=1)(C(C)(C)C)(C)C.C[Si]([N-][Si](C)(C)C)(C)C.[Li+].C[Si](C)(C)[C:45]#[C:46][C:47](OCC)=[O:48], predict the reaction product. The product is: [F:24][C:18]1[CH:19]=[CH:20][CH:21]=[C:22]([F:23])[C:17]=1[CH:16]([C:13]1[CH:14]=[CH:15][C:10]([CH2:9][OH:8])=[C:11]([C:25]2[CH:30]=[CH:29][C:28]([F:31])=[CH:27][C:26]=2[F:32])[N:12]=1)[C:47](=[O:48])[C:46]#[CH:45]. (5) Given the reactants [CH2:1]1[C:9]2[C:4](=[CH:5][CH:6]=[CH:7][CH:8]=2)[CH:3]=[CH:2]1.C([Li])CCC.Cl[CH2:16][C:17]1[CH:22]=[CH:21][CH:20]=[CH:19][C:18]=1[C:23]([F:26])([F:25])[F:24].O, predict the reaction product. The product is: [F:24][C:23]([F:25])([F:26])[C:18]1[CH:19]=[CH:20][CH:21]=[CH:22][C:17]=1[CH2:16][CH:1]1[C:9]2[C:4](=[CH:5][CH:6]=[CH:7][CH:8]=2)[CH:3]=[CH:2]1. (6) Given the reactants [Br:1][C:2]1[CH:14]=[CH:13][C:12]2[C:11]3[C:6](=[CH:7][C:8]([O:15]C(=O)C)=[CH:9][CH:10]=3)[CH2:5][C:4]=2[CH:3]=1.[OH-].[Li+].Cl, predict the reaction product. The product is: [Br:1][C:2]1[CH:14]=[CH:13][C:12]2[C:11]3[C:6](=[CH:7][C:8]([OH:15])=[CH:9][CH:10]=3)[CH2:5][C:4]=2[CH:3]=1. (7) Given the reactants [C:1]([C:4]1[CH:5]=[C:6]([C:9](=[O:14])[C:10]([Cl:13])([Cl:12])[Cl:11])[NH:7][CH:8]=1)(=[O:3])[CH3:2].[N+:15]([O-])([OH:17])=[O:16], predict the reaction product. The product is: [C:1]([C:4]1[CH:5]=[C:6]([C:9](=[O:14])[C:10]([Cl:12])([Cl:11])[Cl:13])[NH:7][C:8]=1[N+:15]([O-:17])=[O:16])(=[O:3])[CH3:2]. (8) Given the reactants [Cl:1][C:2]1[N:7]=[C:6]2[N:8]([C:13]3[CH:18]=[CH:17][C:16]([CH2:19][CH2:20][N:21]=[N+]=[N-])=[CH:15][CH:14]=3)[C:9]([CH2:11][CH3:12])=[N:10][C:5]2=[C:4]([CH3:24])[CH:3]=1.C1(P(C2C=CC=CC=2)C2C=CC=CC=2)C=CC=CC=1.O, predict the reaction product. The product is: [Cl:1][C:2]1[N:7]=[C:6]2[N:8]([C:13]3[CH:18]=[CH:17][C:16]([CH2:19][CH2:20][NH2:21])=[CH:15][CH:14]=3)[C:9]([CH2:11][CH3:12])=[N:10][C:5]2=[C:4]([CH3:24])[CH:3]=1.